This data is from Peptide-MHC class I binding affinity with 185,985 pairs from IEDB/IMGT. The task is: Regression. Given a peptide amino acid sequence and an MHC pseudo amino acid sequence, predict their binding affinity value. This is MHC class I binding data. The peptide sequence is ILKRWGQLK. The MHC is HLA-A03:01 with pseudo-sequence HLA-A03:01. The binding affinity (normalized) is 0.882.